This data is from Catalyst prediction with 721,799 reactions and 888 catalyst types from USPTO. The task is: Predict which catalyst facilitates the given reaction. (1) Reactant: [CH2:1]([C:3]1[N:7]([C:8]2[CH:9]=[N:10][CH:11]=[N:12][CH:13]=2)[N:6]=[CH:5][C:4]=1[C:14]([O:16]CC)=[O:15])[CH3:2].[OH-].[K+]. Product: [CH2:1]([C:3]1[N:7]([C:8]2[CH:13]=[N:12][CH:11]=[N:10][CH:9]=2)[N:6]=[CH:5][C:4]=1[C:14]([OH:16])=[O:15])[CH3:2]. The catalyst class is: 20. (2) Reactant: C(OC([N:8]1[CH2:13][CH2:12][CH:11]([N:14]([CH3:19])[CH:15]2[CH2:18][O:17][CH2:16]2)[CH2:10][CH2:9]1)=O)(C)(C)C.C(O)(C(F)(F)F)=O. Product: [CH3:19][N:14]([CH:15]1[CH2:16][O:17][CH2:18]1)[CH:11]1[CH2:12][CH2:13][NH:8][CH2:9][CH2:10]1. The catalyst class is: 2. (3) The catalyst class is: 85. Reactant: [CH3:1][C:2]1[CH:7]=[CH:6][C:5]([C:8]2[O:9][C:10]([CH3:13])=[N:11][N:12]=2)=[CH:4][C:3]=1[C:14]1[CH:19]=[CH:18][C:17]([C:20]([OH:22])=O)=[CH:16][CH:15]=1.C(Cl)(=O)C(Cl)=O.[C:29]([C:31]1[CH:32]=[C:33]([CH:35]=[CH:36][CH:37]=1)[NH2:34])#[N:30].CN(C=O)C. Product: [C:29]([C:31]1[CH:32]=[C:33]([NH:34][C:20]([C:17]2[CH:16]=[CH:15][C:14]([C:3]3[CH:4]=[C:5]([C:8]4[O:9][C:10]([CH3:13])=[N:11][N:12]=4)[CH:6]=[CH:7][C:2]=3[CH3:1])=[CH:19][CH:18]=2)=[O:22])[CH:35]=[CH:36][CH:37]=1)#[N:30].